From a dataset of Forward reaction prediction with 1.9M reactions from USPTO patents (1976-2016). Predict the product of the given reaction. (1) Given the reactants [I:1][C:2]1[CH:3]=[C:4]([CH:7]=[CH:8][CH:9]=1)[CH2:5]Br.[C:10]1([N:16]2[C:20]3([CH2:25][CH2:24][NH:23][CH2:22][CH2:21]3)[C:19](=[O:26])[NH:18][CH2:17]2)[CH:15]=[CH:14][CH:13]=[CH:12][CH:11]=1.C(N(C(C)C)CC)(C)C, predict the reaction product. The product is: [I:1][C:2]1[CH:3]=[C:4]([CH:7]=[CH:8][CH:9]=1)[CH2:5][N:23]1[CH2:22][CH2:21][C:20]2([N:16]([C:10]3[CH:15]=[CH:14][CH:13]=[CH:12][CH:11]=3)[CH2:17][NH:18][C:19]2=[O:26])[CH2:25][CH2:24]1. (2) Given the reactants Br[C:2]1[S:6][C:5]([N:7]2[CH2:12][CH2:11][C:10]([F:14])([F:13])[CH2:9][CH2:8]2)=[N:4][C:3]=1[C@@H:15]1[CH2:20][CH2:19][CH2:18][CH2:17][C@H:16]1[C:21]([O:23][CH3:24])=[O:22].CC1(C)C(C)(C)OB([C:33]2[CH:38]=[CH:37][C:36]([N:39]3[CH2:44][CH2:43][S:42](=[O:46])(=[O:45])[CH2:41][CH2:40]3)=[CH:35][CH:34]=2)O1.C1C=C(S([O-])(=O)=O)C=C(P(C2C=CC=C(S([O-])(=O)=O)C=2)C2C=CC=C(S([O-])(=O)=O)C=2)C=1.[Na+].[Na+].[Na+].CN(C=O)C, predict the reaction product. The product is: [F:13][C:10]1([F:14])[CH2:11][CH2:12][N:7]([C:5]2[S:6][C:2]([C:33]3[CH:34]=[CH:35][C:36]([N:39]4[CH2:44][CH2:43][S:42](=[O:46])(=[O:45])[CH2:41][CH2:40]4)=[CH:37][CH:38]=3)=[C:3]([C@@H:15]3[CH2:20][CH2:19][CH2:18][CH2:17][C@H:16]3[C:21]([O:23][CH3:24])=[O:22])[N:4]=2)[CH2:8][CH2:9]1. (3) Given the reactants [CH2:1]([O:8][N:9]=[C:10]1[CH2:14][N:13]([C:15]([O:17]C(C)(C)C)=O)[C@H:12]([C:22]([OH:24])=O)[CH2:11]1)[C:2]1[CH:7]=[CH:6][CH:5]=[CH:4][CH:3]=1.[O:25]([C:32]1[CH:40]=[CH:39][C:35](C(Cl)=O)=[CH:34][CH:33]=1)[C:26]1[CH:31]=[CH:30][CH:29]=[CH:28][CH:27]=1.[CH2:41]([N:43]([CH2:47][CH3:48])[CH2:44][CH2:45][NH2:46])[CH3:42], predict the reaction product. The product is: [CH2:1]([O:8][N:9]=[C:10]1[CH2:14][N:13]([C:15](=[O:17])[C:35]2[CH:34]=[CH:33][C:32]([O:25][C:26]3[CH:27]=[CH:28][CH:29]=[CH:30][CH:31]=3)=[CH:40][CH:39]=2)[C@H:12]([C:22]([NH:46][CH2:45][CH2:44][N:43]([CH2:47][CH3:48])[CH2:41][CH3:42])=[O:24])[CH2:11]1)[C:2]1[CH:3]=[CH:4][CH:5]=[CH:6][CH:7]=1. (4) Given the reactants [H-].[Na+].[CH3:3][O:4][C:5](=[O:17])[CH2:6][C:7]1[C:15]2[C:10](=[N:11][CH:12]=[CH:13][CH:14]=2)[NH:9][C:8]=1[CH3:16].[C:18]([C:20]1[CH:25]=[CH:24][C:23]([S:26](Cl)(=[O:28])=[O:27])=[CH:22][C:21]=1[O:30][CH2:31][CH3:32])#[N:19], predict the reaction product. The product is: [CH3:3][O:4][C:5](=[O:17])[CH2:6][C:7]1[C:15]2[C:10](=[N:11][CH:12]=[CH:13][CH:14]=2)[N:9]([S:26]([C:23]2[CH:24]=[CH:25][C:20]([C:18]#[N:19])=[C:21]([O:30][CH2:31][CH3:32])[CH:22]=2)(=[O:28])=[O:27])[C:8]=1[CH3:16]. (5) Given the reactants [CH2:1](OC(N1CC[C:7]2[C:2](=[C:3](B3OC(C)(C)C(C)(C)O3)C=CC=2F)[CH2:1]1)=O)[C:2]1[CH:7]=CC=C[CH:3]=1.C(OC(=O)[CH2:35][C:36]1[CH:41]=[CH:40][C:39]([O:42]C(C)C)=[C:38](Br)[CH:37]=1)C.[C:48](=[O:51])([O-])[O-:49].[Na+].[Na+].[C:54]1(C)[CH:59]=CC=C[CH:55]=1.CCO.O, predict the reaction product. The product is: [C:2]([O:49][C:48](=[O:51])[CH2:35][C:36]1[CH:41]=[CH:40][C:39]([OH:42])=[C:38]([CH:54]([CH3:59])[CH3:55])[CH:37]=1)([CH3:7])([CH3:3])[CH3:1]. (6) Given the reactants C(N(C(C)C)CC)(C)C.Cl[C:11]1[C:16]([CH2:17][CH3:18])=[C:15]([Cl:19])[N:14]=[CH:13][N:12]=1.[CH3:20][C:21]([O:24][C:25](=[O:40])[C@H:26]([CH2:38][NH2:39])[NH:27][C:28]([O:30][CH2:31][C:32]1[CH:37]=[CH:36][CH:35]=[CH:34][CH:33]=1)=[O:29])([CH3:23])[CH3:22].C(=O)(O)[O-].[Na+], predict the reaction product. The product is: [Cl:19][C:15]1[N:14]=[CH:13][N:12]=[C:11]([NH:39][CH2:38][C@@H:26]([C:25]([O:24][C:21]([CH3:23])([CH3:22])[CH3:20])=[O:40])[NH:27][C:28]([O:30][CH2:31][C:32]2[CH:37]=[CH:36][CH:35]=[CH:34][CH:33]=2)=[O:29])[C:16]=1[CH2:17][CH3:18]. (7) Given the reactants BrC1N=C(/C=C(\C#N)/C(NC(C2C=CC(OCCOCCOCCN(C(O)=O)C(O)=O)=CC=2)CCC)=O)C=CC=1.BrC1N=C(/C=C(\C#N)/C(NC(C2C=CC(OCCN(CC)CC)=CC=2)CCC)=O)C=CC=1.C(CC([NH:78][CH:79]([C:83]1[CH:112]=[CH:111][C:86]([O:87][CH2:88][CH2:89][O:90][CH2:91][CH2:92][O:93][CH2:94][CH2:95][N:96]([C:104]([O:106][C:107]([CH3:110])([CH3:109])[CH3:108])=[O:105])[C:97]([O:99][C:100]([CH3:103])([CH3:102])[CH3:101])=[O:98])=[CH:85][CH:84]=1)[CH2:80][CH2:81][CH3:82])=O)#N, predict the reaction product. The product is: [NH2:78][CH:79]([C:83]1[CH:84]=[CH:85][C:86]([O:87][CH2:88][CH2:89][O:90][CH2:91][CH2:92][O:93][CH2:94][CH2:95][N:96]([C:104]([O:106][C:107]([CH3:110])([CH3:109])[CH3:108])=[O:105])[C:97]([O:99][C:100]([CH3:101])([CH3:102])[CH3:103])=[O:98])=[CH:111][CH:112]=1)[CH2:80][CH2:81][CH3:82].